Dataset: Peptide-MHC class II binding affinity with 134,281 pairs from IEDB. Task: Regression. Given a peptide amino acid sequence and an MHC pseudo amino acid sequence, predict their binding affinity value. This is MHC class II binding data. (1) The peptide sequence is KSIIIPFIAYFVLMH. The MHC is DRB5_0101 with pseudo-sequence DRB5_0101. The binding affinity (normalized) is 0.567. (2) The peptide sequence is KIPKKASEGAVDIIN. The MHC is HLA-DPA10103-DPB10201 with pseudo-sequence HLA-DPA10103-DPB10201. The binding affinity (normalized) is 0.285.